Dataset: Forward reaction prediction with 1.9M reactions from USPTO patents (1976-2016). Task: Predict the product of the given reaction. (1) Given the reactants [NH2:1][C:2]1[N:7]=[C:6]([NH:8][C:9]([C:11]2[CH:16]=[CH:15][CH:14]=[CH:13][C:12]=2[F:17])=[O:10])[CH:5]=[CH:4][C:3]=1Br.[O-]P([O-])([O-])=O.[K+].[K+].[K+].[C:27](#[N:29])[CH3:28], predict the reaction product. The product is: [NH2:1][C:2]1[N:7]=[C:6]([NH:8][C:9]([C:11]2[CH:16]=[CH:15][CH:14]=[CH:13][C:12]=2[F:17])=[O:10])[CH:5]=[CH:4][C:3]=1[C:6]1[N:7]([CH3:2])[N:29]=[C:27]([C:11]2[CH:16]=[CH:15][CH:14]=[CH:13][CH:12]=2)[CH:28]=1. (2) Given the reactants [Cl:1][C:2]1[S:6][C:5]([C:7]2[N:8]=[C:9]([NH2:12])[S:10][CH:11]=2)=[CH:4][CH:3]=1.[Cl:13][C:14]1[C:15]([CH3:24])=[C:16]([S:20](Cl)(=[O:22])=[O:21])[CH:17]=[CH:18][CH:19]=1, predict the reaction product. The product is: [Cl:13][C:14]1[C:15]([CH3:24])=[C:16]([S:20]([NH:12][C:9]2[S:10][CH:11]=[C:7]([C:5]3[S:6][C:2]([Cl:1])=[CH:3][CH:4]=3)[N:8]=2)(=[O:22])=[O:21])[CH:17]=[CH:18][CH:19]=1. (3) Given the reactants [CH3:1][S:2]([N:5]1[C:10]2[CH:11]=[C:12]([CH2:15][N:16]3[CH2:21][CH2:20][NH:19][CH2:18][CH2:17]3)[CH:13]=[CH:14][C:9]=2[O:8][CH2:7][CH2:6]1)(=[O:4])=[O:3].Br[CH2:23][CH2:24][O:25][C:26]1[CH:35]=[CH:34][CH:33]=[C:32]2[C:27]=1[CH:28]=[CH:29][C:30]([CH3:36])=[N:31]2.C(N(CC)C(C)C)(C)C, predict the reaction product. The product is: [CH3:1][S:2]([N:5]1[C:10]2[CH:11]=[C:12]([CH2:15][N:16]3[CH2:17][CH2:18][N:19]([CH2:23][CH2:24][O:25][C:26]4[CH:35]=[CH:34][CH:33]=[C:32]5[C:27]=4[CH:28]=[CH:29][C:30]([CH3:36])=[N:31]5)[CH2:20][CH2:21]3)[CH:13]=[CH:14][C:9]=2[O:8][CH2:7][CH2:6]1)(=[O:4])=[O:3]. (4) Given the reactants C([N:8]1[C:12](/[CH:13]=[CH:14]/[C:15]([O:17][CH2:18][CH3:19])=[O:16])=[CH:11][C:10]([O:20][CH:21]([CH3:23])[CH3:22])=[N:9]1)C1C=CC=CC=1, predict the reaction product. The product is: [CH:21]([O:20][C:10]1[CH:11]=[C:12]([CH2:13][CH2:14][C:15]([O:17][CH2:18][CH3:19])=[O:16])[NH:8][N:9]=1)([CH3:23])[CH3:22].